This data is from Forward reaction prediction with 1.9M reactions from USPTO patents (1976-2016). The task is: Predict the product of the given reaction. (1) Given the reactants [CH3:1][O:2][C:3](=[O:42])[CH2:4][C@H:5]([OH:41])[CH2:6][C:7](=[O:40])[CH2:8][CH2:9][C:10]1[N:11]([CH:37]([CH3:39])[CH3:38])[C:12]([C:28](=[O:36])[NH:29][C:30]2[CH:35]=[CH:34][CH:33]=[CH:32][CH:31]=2)=[C:13]([C:22]2[CH:27]=[CH:26][CH:25]=[CH:24][CH:23]=2)[C:14]=1[C:15]1[CH:20]=[CH:19][C:18]([F:21])=[CH:17][CH:16]=1.C(B(CC)OC)C.[BH4-].[Na+], predict the reaction product. The product is: [CH3:1][O:2][C:3](=[O:42])[CH2:4][C@H:5]([OH:41])[CH2:6][C@H:7]([OH:40])[CH2:8][CH2:9][C:10]1[N:11]([CH:37]([CH3:39])[CH3:38])[C:12]([C:28](=[O:36])[NH:29][C:30]2[CH:35]=[CH:34][CH:33]=[CH:32][CH:31]=2)=[C:13]([C:22]2[CH:27]=[CH:26][CH:25]=[CH:24][CH:23]=2)[C:14]=1[C:15]1[CH:20]=[CH:19][C:18]([F:21])=[CH:17][CH:16]=1. (2) Given the reactants Br[CH2:2][CH2:3][CH:4]([C:8]1[S:9][C:10]2[CH:17]=[C:16]([C:18]([F:21])([F:20])[F:19])[CH:15]=[CH:14][C:11]=2[C:12]=1[CH3:13])[CH2:5][CH2:6][CH3:7].C(=O)([O-])[O-].[Cs+].[Cs+].[SH:28][C:29]1[S:30][C:31]([CH2:35][C:36]([O:38][CH2:39][CH3:40])=[O:37])=[C:32]([CH3:34])[N:33]=1, predict the reaction product. The product is: [CH3:34][C:32]1[N:33]=[C:29]([S:28][CH2:2][CH2:3][CH:4]([C:8]2[S:9][C:10]3[CH:17]=[C:16]([C:18]([F:21])([F:20])[F:19])[CH:15]=[CH:14][C:11]=3[C:12]=2[CH3:13])[CH2:5][CH2:6][CH3:7])[S:30][C:31]=1[CH2:35][C:36]([O:38][CH2:39][CH3:40])=[O:37]. (3) Given the reactants Cl[CH2:2][CH2:3][CH2:4][CH2:5][CH2:6][N:7]1[C:19]2[C:18]3[CH:17]=[CH:16][CH:15]=[CH:14][C:13]=3[N:12]=[C:11]([NH2:20])[C:10]=2[N:9]=[C:8]1[CH2:21][CH2:22][CH3:23].[CH3:24][S-:25].[Na+], predict the reaction product. The product is: [CH3:24][S:25][CH2:2][CH2:3][CH2:4][CH2:5][CH2:6][N:7]1[C:19]2[C:18]3[CH:17]=[CH:16][CH:15]=[CH:14][C:13]=3[N:12]=[C:11]([NH2:20])[C:10]=2[N:9]=[C:8]1[CH2:21][CH2:22][CH3:23]. (4) Given the reactants C([O:3][C:4]([C:6]1[S:10][C:9]([C:11]2[CH:16]=[CH:15][C:14]([C:17]#[N:18])=[CH:13][C:12]=2[F:19])=[N:8][C:7]=1[CH3:20])=[O:5])C.[OH-].[Na+], predict the reaction product. The product is: [C:17]([C:14]1[CH:15]=[CH:16][C:11]([C:9]2[S:10][C:6]([C:4]([OH:5])=[O:3])=[C:7]([CH3:20])[N:8]=2)=[C:12]([F:19])[CH:13]=1)#[N:18]. (5) Given the reactants CN(C=O)C.[N:6]1([CH2:10][C@@H:11]2[CH2:14][C@H:13]([N:15]3[C:19]4[N:20]=[CH:21][N:22]=[C:23]([NH2:24])[C:18]=4[C:17](I)=[CH:16]3)[CH2:12]2)[CH2:9][CH2:8][CH2:7]1.[C:26]1([C:32]2[CH:41]=[CH:40][C:39]3[C:34](=[CH:35][C:36](B4OC(C)(C)C(C)(C)O4)=[CH:37][CH:38]=3)[N:33]=2)[CH:31]=[CH:30][CH:29]=[CH:28][CH:27]=1.C([O-])([O-])=O.[Na+].[Na+], predict the reaction product. The product is: [N:6]1([CH2:10][C@@H:11]2[CH2:14][C@H:13]([N:15]3[C:19]4[N:20]=[CH:21][N:22]=[C:23]([NH2:24])[C:18]=4[C:17]([C:36]4[CH:35]=[C:34]5[C:39]([CH:40]=[CH:41][C:32]([C:26]6[CH:31]=[CH:30][CH:29]=[CH:28][CH:27]=6)=[N:33]5)=[CH:38][CH:37]=4)=[CH:16]3)[CH2:12]2)[CH2:9][CH2:8][CH2:7]1. (6) Given the reactants [CH3:1][O:2][C:3]1[CH:4]=[CH:5][C:6]2[O:10][C:9]([CH:11]([NH:18][C:19]3[CH:27]=[CH:26][C:22]([C:23](O)=[O:24])=[CH:21][CH:20]=3)[CH2:12][CH2:13][CH2:14][CH2:15][S:16][CH3:17])=[C:8]([CH3:28])[C:7]=2[CH:29]=1.[CH3:30][NH:31][CH2:32][CH2:33][C:34]([O:36][CH2:37][CH3:38])=[O:35].O.ON1C2C=CC=CC=2N=N1.Cl.C(N=C=NCCCN(C)C)C.[Cl-].[NH4+], predict the reaction product. The product is: [CH3:1][O:2][C:3]1[CH:4]=[CH:5][C:6]2[O:10][C:9]([CH:11]([NH:18][C:19]3[CH:27]=[CH:26][C:22]([C:23]([N:31]([CH3:30])[CH2:32][CH2:33][C:34]([O:36][CH2:37][CH3:38])=[O:35])=[O:24])=[CH:21][CH:20]=3)[CH2:12][CH2:13][CH2:14][CH2:15][S:16][CH3:17])=[C:8]([CH3:28])[C:7]=2[CH:29]=1. (7) Given the reactants C(Cl)CCl.C1C=NC2N(O)N=NC=2C=1.[CH2:15]([C:18]1[C:26]([N:27]([C@H:30]2[CH2:35][CH2:34][C@H:33]([NH:36][C:37]([O:39][C:40]([CH3:43])([CH3:42])[CH3:41])=[O:38])[CH2:32][CH2:31]2)[CH2:28][CH3:29])=[CH:25][CH:24]=[CH:23][C:19]=1[C:20](O)=[O:21])[CH:16]=[CH2:17].[CH3:44][O:45][C:46]1[C:51]([CH2:52][NH2:53])=[C:50]([CH2:54][CH2:55][CH2:56][CH:57]=[CH2:58])[CH:49]=[C:48]([CH3:59])[N:47]=1.CN1CCOCC1, predict the reaction product. The product is: [C:40]([O:39][C:37](=[O:38])[NH:36][C@H:33]1[CH2:34][CH2:35][C@H:30]([N:27]([C:26]2[CH:25]=[CH:24][CH:23]=[C:19]([C:20](=[O:21])[NH:53][CH2:52][C:51]3[C:46]([O:45][CH3:44])=[N:47][C:48]([CH3:59])=[CH:49][C:50]=3[CH2:54][CH2:55][CH2:56][CH:57]=[CH2:58])[C:18]=2[CH2:15][CH:16]=[CH2:17])[CH2:28][CH3:29])[CH2:31][CH2:32]1)([CH3:42])([CH3:43])[CH3:41].